Dataset: Full USPTO retrosynthesis dataset with 1.9M reactions from patents (1976-2016). Task: Predict the reactants needed to synthesize the given product. (1) Given the product [CH3:13][O:12][C:9]1[CH:10]=[C:11]2[C:6](=[CH:7][C:8]=1[O:14][CH2:15][CH:16]1[CH2:21][CH2:20][N:19]([CH3:22])[CH2:18][CH2:17]1)[N:5]=[CH:4][N:3]=[C:2]2[O:23][C:24]1[CH:33]=[CH:32][C:31]2[C:26](=[CH:27][CH:28]=[CH:29][CH:30]=2)[CH:25]=1, predict the reactants needed to synthesize it. The reactants are: Cl[C:2]1[C:11]2[C:6](=[CH:7][C:8]([O:14][CH2:15][CH:16]3[CH2:21][CH2:20][N:19]([CH3:22])[CH2:18][CH2:17]3)=[C:9]([O:12][CH3:13])[CH:10]=2)[N:5]=[CH:4][N:3]=1.[OH:23][C:24]1[CH:33]=[CH:32][C:31]2[C:26](=[CH:27][CH:28]=[CH:29][CH:30]=2)[CH:25]=1.C(=O)([O-])[O-].[K+].[K+].C(Cl)Cl. (2) Given the product [C:1]([O:20][CH2:21][C@@H:22]([O:38][C:39](=[O:57])[CH2:40][CH2:41][CH2:42][CH2:43][CH2:44][CH2:45][CH2:46]/[CH:47]=[CH:48]\[CH2:49][CH2:50][CH2:51][CH2:52][CH2:53][CH2:54][CH2:55][CH3:56])[CH2:23][O:24][P:25]([O:28][CH2:29][CH2:30][NH:31][C:32](=[O:37])[CH2:33][CH2:34][CH2:35][NH:36][C:75](=[O:76])/[CH:74]=[C:73](\[CH3:78])/[CH:72]=[CH:71]/[CH:70]=[C:69](\[CH3:79])/[CH:68]=[CH:67]/[C:60]1[C:61]([CH3:65])([CH3:66])[CH2:62][CH2:63][CH2:64][C:59]=1[CH3:58])([OH:27])=[O:26])(=[O:19])[CH2:2][CH2:3][CH2:4][CH2:5][CH2:6][CH2:7][CH2:8]/[CH:9]=[CH:10]\[CH2:11][CH2:12][CH2:13][CH2:14][CH2:15][CH2:16][CH2:17][CH3:18], predict the reactants needed to synthesize it. The reactants are: [C:1]([O:20][CH2:21][C@@H:22]([O:38][C:39](=[O:57])[CH2:40][CH2:41][CH2:42][CH2:43][CH2:44][CH2:45][CH2:46]/[CH:47]=[CH:48]\[CH2:49][CH2:50][CH2:51][CH2:52][CH2:53][CH2:54][CH2:55][CH3:56])[CH2:23][O:24][P:25]([O:28][CH2:29][CH2:30][NH:31][C:32](=[O:37])[CH2:33][CH2:34][CH2:35][NH2:36])([OH:27])=[O:26])(=[O:19])[CH2:2][CH2:3][CH2:4][CH2:5][CH2:6][CH2:7][CH2:8]/[CH:9]=[CH:10]\[CH2:11][CH2:12][CH2:13][CH2:14][CH2:15][CH2:16][CH2:17][CH3:18].[CH3:58][C:59]1[CH2:64][CH2:63][CH2:62][C:61]([CH3:66])([CH3:65])[C:60]=1/[CH:67]=[CH:68]/[C:69](/[CH3:79])=[CH:70]/[CH:71]=[CH:72]/[C:73](/[CH3:78])=[CH:74]/[C:75](O)=[O:76].F[P-](F)(F)(F)(F)F.C[N+](C)=C(N(C)C)ON1C2N=CC=CC=2N=N1.C(N(CC)C(C)C)(C)C. (3) Given the product [CH2:14]([C:16]1[CH:17]=[CH:18][C:19]([N:22]([CH2:23][CH2:24][N:25]2[CH2:30][CH2:29][CH2:28][CH2:27][CH2:26]2)[C:11]([CH:1]2[C:10]3[C:5](=[CH:6][CH:7]=[CH:8][CH:9]=3)[CH2:4][CH2:3][CH2:2]2)=[O:13])=[CH:20][CH:21]=1)[CH3:15], predict the reactants needed to synthesize it. The reactants are: [CH:1]1([C:11]([OH:13])=O)[C:10]2[C:5](=[CH:6][CH:7]=[CH:8][CH:9]=2)[CH2:4][CH2:3][CH2:2]1.[CH2:14]([C:16]1[CH:21]=[CH:20][C:19]([NH:22][CH2:23][CH2:24][N:25]2[CH2:30][CH2:29][CH2:28][CH2:27][CH2:26]2)=[CH:18][CH:17]=1)[CH3:15]. (4) Given the product [F:1][C:2]1[CH:3]=[C:4]2[C:9](=[CH:10][CH:11]=1)[N:8]=[C:7]([O:12][CH3:13])[C:6]([NH:14][C:15]([N:31]1[CH2:30][CH2:29][N:28]([C:24]3[CH:25]=[CH:26][CH:27]=[C:22]([O:21][CH3:20])[CH:23]=3)[CH2:33][CH2:32]1)=[O:19])=[N:5]2, predict the reactants needed to synthesize it. The reactants are: [F:1][C:2]1[CH:3]=[C:4]2[C:9](=[CH:10][CH:11]=1)[N:8]=[C:7]([O:12][CH3:13])[C:6]([NH:14][C:15](=[O:19])OCC)=[N:5]2.[CH3:20][O:21][C:22]1[CH:23]=[C:24]([N:28]2[CH2:33][CH2:32][NH:31][CH2:30][CH2:29]2)[CH:25]=[CH:26][CH:27]=1. (5) Given the product [N:13]1([CH2:11][C:8]2[CH:7]=[CH:6][C:5]([OH:4])=[CH:10][CH:9]=2)[CH:17]=[CH:16][CH:15]=[N:14]1, predict the reactants needed to synthesize it. The reactants are: C([O:4][C:5]1[CH:10]=[CH:9][C:8]([CH2:11]Cl)=[CH:7][CH:6]=1)(=O)C.[NH:13]1[CH:17]=[CH:16][CH:15]=[N:14]1.C([O-])([O-])=O.[K+].[K+].[OH-].[Na+].Cl. (6) Given the product [Br:17][CH2:2][CH:3]1[CH2:12][CH2:11][C:10]2[C:5](=[CH:6][CH:7]=[C:8]([O:13][CH3:14])[CH:9]=2)[C:4]1=[O:15], predict the reactants needed to synthesize it. The reactants are: O[CH2:2][CH:3]1[CH2:12][CH2:11][C:10]2[C:5](=[CH:6][CH:7]=[C:8]([O:13][CH3:14])[CH:9]=2)[C:4]1=[O:15].P(Br)(Br)[Br:17]. (7) Given the product [CH2:24]([C:8]1[CH:7]=[C:6]([CH:14]([CH3:15])[CH3:16])[C:5]([NH2:4])=[C:10]([CH:11]([CH3:12])[CH3:13])[CH:9]=1)[CH:19]=[CH2:20], predict the reactants needed to synthesize it. The reactants are: C([NH:4][C:5]1[C:10]([CH:11]([CH3:13])[CH3:12])=[CH:9][CH:8]=[CH:7][C:6]=1[CH:14]([CH3:16])[CH3:15])C=C.[OH-].[Na+].[C:19]1(C)[CH:24]=CC=C[CH:20]=1.